Dataset: Reaction yield outcomes from USPTO patents with 853,638 reactions. Task: Predict the reaction yield, written as a fraction of the theoretical maximum amount of product (1.0 means a 100% yield; for example, 0.34 means a 34% yield). The reactants are [OH:1][C:2]1[CH:3]=[CH:4][CH:5]=[C:6]2[C:11]=1[N:10]=[C:9]([CH:12]=[N:13]O)[CH:8]=[CH:7]2. The catalyst is [Pd].[C].CO. The product is [NH2:13][CH2:12][C:9]1[CH:8]=[CH:7][C:6]2[C:11](=[C:2]([OH:1])[CH:3]=[CH:4][CH:5]=2)[N:10]=1. The yield is 0.820.